From a dataset of Peptide-MHC class I binding affinity with 185,985 pairs from IEDB/IMGT. Regression. Given a peptide amino acid sequence and an MHC pseudo amino acid sequence, predict their binding affinity value. This is MHC class I binding data. (1) The peptide sequence is ASKSLKPTK. The MHC is HLA-A30:01 with pseudo-sequence HLA-A30:01. The binding affinity (normalized) is 0.749. (2) The peptide sequence is GTDSGFAAY. The MHC is HLA-B08:01 with pseudo-sequence HLA-B08:01. The binding affinity (normalized) is 0.0847.